Dataset: Reaction yield outcomes from USPTO patents with 853,638 reactions. Task: Predict the reaction yield, written as a fraction of the theoretical maximum amount of product (1.0 means a 100% yield; for example, 0.34 means a 34% yield). (1) The reactants are Cl[SiH:2]1[N:6]([C:7]([CH3:10])([CH3:9])[CH3:8])[CH:5]=[CH:4][N:3]1[C:11]([CH3:14])([CH3:13])[CH3:12].O1CCCC1.[CH3:20][C:21]([CH3:25])=[CH:22][Mg]Br. The catalyst is CCCCCC. The product is [C:11]([N:3]1[CH:4]=[CH:5][N:6]([C:7]([CH3:10])([CH3:9])[CH3:8])[SiH:2]1[CH:20]=[C:21]([CH3:25])[CH3:22])([CH3:14])([CH3:13])[CH3:12]. The yield is 0.690. (2) The reactants are [Cl:1][C:2]1[CH:31]=[C:30]([O:32]C)[CH:29]=[CH:28][C:3]=1[O:4][C:5]1[S:6][C:7]([C:10]2[CH:14]=[C:13]([CH:15]([N:17]3[C:25](=[O:26])[C:24]4[C:19](=[CH:20][CH:21]=[CH:22][CH:23]=4)[C:18]3=[O:27])[CH3:16])[O:12][N:11]=2)=[CH:8][N:9]=1.B(Br)(Br)Br.CO. The catalyst is ClCCl. The product is [Cl:1][C:2]1[CH:31]=[C:30]([OH:32])[CH:29]=[CH:28][C:3]=1[O:4][C:5]1[S:6][C:7]([C:10]2[CH:14]=[C:13]([CH:15]([N:17]3[C:25](=[O:26])[C:24]4[C:19](=[CH:20][CH:21]=[CH:22][CH:23]=4)[C:18]3=[O:27])[CH3:16])[O:12][N:11]=2)=[CH:8][N:9]=1. The yield is 0.770. (3) The reactants are I[C:2]1[C:10]2[C:9]([NH2:11])=[N:8][CH:7]=[N:6][C:5]=2[N:4]([CH:12]2[CH2:17][CH2:16][O:15][CH2:14][CH2:13]2)[CH:3]=1.[CH3:18][NH:19][C:20]([NH:22][C:23]1[S:24][C:25]2[CH:31]=[C:30](B3OC(C)(C)C(C)(C)O3)[CH:29]=[CH:28][C:26]=2[N:27]=1)=[O:21].C([O-])([O-])=O.[Na+].[Na+]. The catalyst is COCCOC.C1C=CC([P]([Pd]([P](C2C=CC=CC=2)(C2C=CC=CC=2)C2C=CC=CC=2)([P](C2C=CC=CC=2)(C2C=CC=CC=2)C2C=CC=CC=2)[P](C2C=CC=CC=2)(C2C=CC=CC=2)C2C=CC=CC=2)(C2C=CC=CC=2)C2C=CC=CC=2)=CC=1. The product is [NH2:11][C:9]1[C:10]2[C:2]([C:30]3[CH:29]=[CH:28][C:26]4[N:27]=[C:23]([NH:22][C:20]([NH:19][CH3:18])=[O:21])[S:24][C:25]=4[CH:31]=3)=[CH:3][N:4]([CH:12]3[CH2:17][CH2:16][O:15][CH2:14][CH2:13]3)[C:5]=2[N:6]=[CH:7][N:8]=1. The yield is 0.580. (4) The product is [Cl:32][C:23]1[CH:24]=[C:25]([S:28]([NH:2][CH2:3][C:4]2[N:5]=[CH:6][C:7]([C:10]([O:12][CH3:13])=[O:11])=[N:8][CH:9]=2)(=[O:29])=[O:30])[CH:26]=[CH:27][C:22]=1[F:21]. The yield is 0.210. The catalyst is ClCCl. The reactants are Cl.[NH2:2][CH2:3][C:4]1[N:5]=[CH:6][C:7]([C:10]([O:12][CH3:13])=[O:11])=[N:8][CH:9]=1.C(N(CC)CC)C.[F:21][C:22]1[CH:27]=[CH:26][C:25]([S:28](Cl)(=[O:30])=[O:29])=[CH:24][C:23]=1[Cl:32].